Predict the product of the given reaction. From a dataset of Forward reaction prediction with 1.9M reactions from USPTO patents (1976-2016). (1) The product is: [CH2:1]([C:3]1[N:7]=[C:6]([NH:8][C:15](=[O:23])[O:16][C:17]2[CH:22]=[CH:21][CH:20]=[CH:19][CH:18]=2)[S:5][N:4]=1)[CH3:2]. Given the reactants [CH2:1]([C:3]1[N:7]=[C:6]([NH2:8])[S:5][N:4]=1)[CH3:2].C(=O)([O-])[O-].[K+].[K+].[C:15](Cl)(=[O:23])[O:16][C:17]1[CH:22]=[CH:21][CH:20]=[CH:19][CH:18]=1, predict the reaction product. (2) Given the reactants [CH2:1]([O:3][C:4]([C:6]1[C:17]2[CH2:16][CH2:15][C:14]3[NH:13][N:12]=[CH:11][C:10]=3[C:9]=2[N:8]([CH3:18])[CH:7]=1)=[O:5])[CH3:2].C(C1C(=O)C(Cl)=C(Cl)C(=O)C=1C#N)#N, predict the reaction product. The product is: [CH2:1]([O:3][C:4]([C:6]1[C:17]2[C:9](=[C:10]3[C:14](=[CH:15][CH:16]=2)[NH:13][N:12]=[CH:11]3)[N:8]([CH3:18])[CH:7]=1)=[O:5])[CH3:2]. (3) Given the reactants [OH:1][C@H:2]1[CH2:6][CH2:5][N:4]([C:7]([O:9][C:10]([CH3:13])([CH3:12])[CH3:11])=[O:8])[CH2:3]1.[H-].[Na+].Cl[C:17]1[C:26]2[C:21](=[CH:22][CH:23]=[CH:24][CH:25]=2)[CH:20]=[C:19]([C:27]#[N:28])[N:18]=1, predict the reaction product. The product is: [C:27]([C:19]1[N:18]=[C:17]([O:1][C@H:2]2[CH2:6][CH2:5][N:4]([C:7]([O:9][C:10]([CH3:13])([CH3:12])[CH3:11])=[O:8])[CH2:3]2)[C:26]2[C:21]([CH:20]=1)=[CH:22][CH:23]=[CH:24][CH:25]=2)#[N:28]. (4) Given the reactants [F:1][C:2]1[CH:20]=[CH:19][C:5]([CH2:6][NH:7][C@H:8]2[C@@H:13]3[CH2:14][C@@H:10]([CH2:11][CH2:12]3)[C@H:9]2[C:15](OC)=[O:16])=[CH:4][CH:3]=1.[CH3:21][S:22]([NH:25][C:26]1[CH:41]=[CH:40][C:29]2[NH:30][C:31]([CH2:36][C:37](O)=[O:38])=[N:32][S:33](=[O:35])(=[O:34])[C:28]=2[CH:27]=1)(=[O:24])=[O:23].CN1CCOCC1.Cl.CN(C)CCCN=C=NCC.C(N(CC)CC)C, predict the reaction product. The product is: [F:1][C:2]1[CH:3]=[CH:4][C:5]([CH2:6][N:7]2[C:37](=[O:38])[C:36]([C:31]3[NH:30][C:29]4[CH:40]=[CH:41][C:26]([NH:25][S:22]([CH3:21])(=[O:24])=[O:23])=[CH:27][C:28]=4[S:33](=[O:35])(=[O:34])[N:32]=3)=[C:15]([OH:16])[C@H:9]3[C@@H:8]2[C@@H:13]2[CH2:14][C@H:10]3[CH2:11][CH2:12]2)=[CH:19][CH:20]=1. (5) Given the reactants Cl[C:2]1[CH:7]=[C:6]([O:8][CH3:9])[N:5]=[C:4]([N:10](C)C)[N:3]=1.[CH3:13][N:14](C=O)C, predict the reaction product. The product is: [NH2:10][C:4]1[N:3]=[C:2]([C:13]#[N:14])[CH:7]=[C:6]([O:8][CH3:9])[N:5]=1. (6) Given the reactants [C:1]([NH:20][CH2:21][C:22](O)=[O:23])([C:14]1[CH:19]=[CH:18][CH:17]=[CH:16][CH:15]=1)([C:8]1[CH:13]=[CH:12][CH:11]=[CH:10][CH:9]=1)[C:2]1[CH:7]=[CH:6][CH:5]=[CH:4][CH:3]=1.[NH2:25][C:26]1[C:35]2[C:30](=[CH:31][CH:32]=[C:33]([NH:36][C:37]([C@@H:39]3[CH2:43][CH2:42][CH2:41][NH:40]3)=[O:38])[CH:34]=2)[N:29]=[CH:28][N:27]=1.C1C=CC2N(O)N=NC=2C=1.CN1CCOCC1.C(Cl)CCl, predict the reaction product. The product is: [NH2:25][C:26]1[C:35]2[C:30](=[CH:31][CH:32]=[C:33]([NH:36][C:37]([C@@H:39]3[CH2:43][CH2:42][CH2:41][N:40]3[C:22](=[O:23])[CH2:21][NH:20][C:1]([C:2]3[CH:7]=[CH:6][CH:5]=[CH:4][CH:3]=3)([C:14]3[CH:19]=[CH:18][CH:17]=[CH:16][CH:15]=3)[C:8]3[CH:13]=[CH:12][CH:11]=[CH:10][CH:9]=3)=[O:38])[CH:34]=2)[N:29]=[CH:28][N:27]=1.